The task is: Binary Classification. Given a miRNA mature sequence and a target amino acid sequence, predict their likelihood of interaction.. This data is from Experimentally validated miRNA-target interactions with 360,000+ pairs, plus equal number of negative samples. (1) The miRNA is hsa-miR-195-5p with sequence UAGCAGCACAGAAAUAUUGGC. The protein sequence of the target gene is MAAAAAAGSGTPREEEGPAGEAAASQPQAPTSVPGARLSRLPLARVKALVKADPDVTLAGQEAIFILARAAELFVETIAKDAYCCAQQGKRKTLQRRDLDNAIEAVDEFAFLEGTLD. Result: 1 (interaction). (2) The miRNA is hsa-miR-4704-3p with sequence UCAGUCACAUAUCUAGUGUCUA. The protein sequence of the target gene is MTCPDKPGQLINWFICSLCVPRVRKLWSSRRPRTRRNLLLGTACAIYLGFLVSQVGRASLQHGQAAEKGPHRSRDTAEPSFPEIPLDGTLAPPESQGNGSTLQPNVVYITLRSKRSKPANIRGTVKPKRRKKHAVASAAPGQEALVGPSLQPQEAAREADAVAPGYAQGANLVKIGERPWRLVRGPGVRAGGPDFLQPSSRESNIRIYSESAPSWLSKDDIRRMRLLADSAVAGLRPVSSRSGARLLVLEGGAPGAVLRCGPSPCGLLKQPLDMSEVFAFHLDRILGLNRTLPSVSRKAE.... Result: 0 (no interaction).